Predict the reactants needed to synthesize the given product. From a dataset of Full USPTO retrosynthesis dataset with 1.9M reactions from patents (1976-2016). (1) Given the product [NH2:1][C:4]1[CH:9]=[CH:8][CH:7]=[CH:6][C:5]=1[C:10](=[O:42])[CH2:11][N:12]1[C:21](=[O:22])[C:20]2[N:19]([CH2:23]/[CH:24]=[CH:25]/[CH3:26])[C:18]([N:27]3[CH2:32][CH2:31][CH2:30][C@@H:29]([NH:33][C:34]([O:36][C:37]([CH3:39])([CH3:38])[CH3:40])=[O:35])[CH2:28]3)=[N:17][C:16]=2[N:15]([CH3:41])[C:13]1=[O:14], predict the reactants needed to synthesize it. The reactants are: [N+:1]([C:4]1[CH:9]=[CH:8][CH:7]=[CH:6][C:5]=1[C:10](=[O:42])[CH2:11][N:12]1[C:21](=[O:22])[C:20]2[N:19]([CH2:23]/[CH:24]=[CH:25]/[CH3:26])[C:18]([N:27]3[CH2:32][CH2:31][CH2:30][C@@H:29]([NH:33][C:34]([O:36][C:37]([CH3:40])([CH3:39])[CH3:38])=[O:35])[CH2:28]3)=[N:17][C:16]=2[N:15]([CH3:41])[C:13]1=[O:14])([O-])=O.O.C(O)(=O)C. (2) Given the product [OH2:22].[C:25]([CH:23]([CH:21]([C:20]([OH:29])=[O:28])[OH:22])[OH:24])([OH:27])=[O:26].[CH3:1][CH:2]([CH3:19])[CH2:3][N:4]([CH2:11][C:12]1[S:16][C:15]([Cl:17])=[N:14][C:13]=1[Cl:18])[CH:5]1[CH2:10][CH2:9][NH:8][CH2:7][CH2:6]1.[CH3:1][CH:2]([CH3:19])[CH2:3][N:4]([CH2:11][C:12]1[S:16][C:15]([Cl:17])=[N:14][C:13]=1[Cl:18])[CH:5]1[CH2:10][CH2:9][NH:8][CH2:7][CH2:6]1.[C:25]([CH:23]([CH:21]([C:20]([OH:29])=[O:28])[OH:22])[OH:24])([OH:27])=[O:26], predict the reactants needed to synthesize it. The reactants are: [CH3:1][CH:2]([CH3:19])[CH2:3][N:4]([CH2:11][C:12]1[S:16][C:15]([Cl:17])=[N:14][C:13]=1[Cl:18])[CH:5]1[CH2:10][CH2:9][NH:8][CH2:7][CH2:6]1.[C:20]([OH:29])(=[O:28])[C@@H:21]([C@H:23]([C:25]([OH:27])=[O:26])[OH:24])[OH:22].C1COCC1.